This data is from Catalyst prediction with 721,799 reactions and 888 catalyst types from USPTO. The task is: Predict which catalyst facilitates the given reaction. (1) Reactant: [CH3:1][N:2]1[C:6]([C:7]2[CH:19]=[N:18][C:17]3[C:16]4[CH:15]=[C:14]([C:20]([O:22][CH3:23])=[O:21])[CH:13]=[CH:12][C:11]=4[NH:10][C:9]=3[CH:8]=2)=[C:5]([CH3:24])[N:4]=[N:3]1.C(=O)([O-])[O-].[Cs+].[Cs+].CS(O[C@@H:36]([C:43]1[CH:48]=[CH:47][CH:46]=[CH:45][CH:44]=1)[CH:37]1[CH2:42][CH2:41][O:40][CH2:39][CH2:38]1)(=O)=O. Product: [CH3:1][N:2]1[C:6]([C:7]2[CH:19]=[N:18][C:17]3[C:16]4[CH:15]=[C:14]([C:20]([O:22][CH3:23])=[O:21])[CH:13]=[CH:12][C:11]=4[N:10]([C@H:36]([C:43]4[CH:48]=[CH:47][CH:46]=[CH:45][CH:44]=4)[CH:37]4[CH2:38][CH2:39][O:40][CH2:41][CH2:42]4)[C:9]=3[CH:8]=2)=[C:5]([CH3:24])[N:4]=[N:3]1. The catalyst class is: 3. (2) Reactant: [I:1][C:2]1[C:15]2[CH2:14][C:13]3[C:8](=[CH:9][CH:10]=[CH:11][CH:12]=3)[NH:7][C:6]=2[C:5]([C:16]([O:18][CH3:19])=[O:17])=[CH:4][CH:3]=1.C(=O)([O-])[O-].[Na+].[Na+]. Product: [I:1][C:2]1[C:15]2[C:6](=[N:7][C:8]3[C:13]([CH:14]=2)=[CH:12][CH:11]=[CH:10][CH:9]=3)[C:5]([C:16]([O:18][CH3:19])=[O:17])=[CH:4][CH:3]=1. The catalyst class is: 97.